From a dataset of NCI-60 drug combinations with 297,098 pairs across 59 cell lines. Regression. Given two drug SMILES strings and cell line genomic features, predict the synergy score measuring deviation from expected non-interaction effect. Drug 1: CC(CN1CC(=O)NC(=O)C1)N2CC(=O)NC(=O)C2. Drug 2: CC12CCC3C(C1CCC2O)C(CC4=C3C=CC(=C4)O)CCCCCCCCCS(=O)CCCC(C(F)(F)F)(F)F. Cell line: SNB-75. Synergy scores: CSS=2.86, Synergy_ZIP=-1.77, Synergy_Bliss=0.220, Synergy_Loewe=2.05, Synergy_HSA=1.02.